Dataset: Catalyst prediction with 721,799 reactions and 888 catalyst types from USPTO. Task: Predict which catalyst facilitates the given reaction. (1) Product: [NH2:9][C:3]1[N:4]=[CH:5][C:6]([Cl:8])=[CH:7][C:2]=1[C:17]#[N:18]. The catalyst class is: 380. Reactant: Br[C:2]1[C:3]([NH2:9])=[N:4][CH:5]=[C:6]([Cl:8])[CH:7]=1.O.CCOC(C)=O.[CH3:17][N:18]1C(=O)CCC1. (2) Reactant: [CH2:1]([O:3][C:4](=[O:9])[CH2:5][C:6](Cl)=[O:7])[CH3:2].C[O:11][C:12](=O)[CH2:13][C:14]1([NH2:17])[CH2:16][CH2:15]1.C(N(CC)CC)C.C([O-])(O)=O.[Na+]. Product: [CH2:1]([O:3][C:4](=[O:9])[CH2:5][C:6]([NH:17][C:14]1([CH2:13][CH:12]=[O:11])[CH2:16][CH2:15]1)=[O:7])[CH3:2]. The catalyst class is: 2. (3) Reactant: [C:1]([C:4]1[CH:26]=[CH:25][C:7]([C:8]([NH:10][C:11]2[CH:16]=[CH:15][CH:14]=[CH:13][C:12]=2[NH:17][C:18](=[O:24])[O:19][C:20]([CH3:23])([CH3:22])[CH3:21])=[O:9])=[CH:6][CH:5]=1)(=[O:3])[CH3:2].[Cl:27][C:28]1[CH:35]=[CH:34][CH:33]=[C:32]([Cl:36])[C:29]=1[CH:30]=O.[OH-].[Na+]. Product: [Cl:27][C:28]1[CH:35]=[CH:34][CH:33]=[C:32]([Cl:36])[C:29]=1[CH:30]=[CH:2][C:1]([C:4]1[CH:26]=[CH:25][C:7]([C:8]([NH:10][C:11]2[CH:16]=[CH:15][CH:14]=[CH:13][C:12]=2[NH:17][C:18](=[O:24])[O:19][C:20]([CH3:21])([CH3:22])[CH3:23])=[O:9])=[CH:6][CH:5]=1)=[O:3]. The catalyst class is: 5.